From a dataset of Forward reaction prediction with 1.9M reactions from USPTO patents (1976-2016). Predict the product of the given reaction. (1) Given the reactants [NH2:1][C:2]1([C:13]2[CH:18]=[CH:17][C:16]([CH:19]([CH3:21])[CH3:20])=[CH:15][C:14]=2[O:22][CH3:23])[C:10](=[O:11])[C:9]2[C:4](=[CH:5][CH:6]=[CH:7][CH:8]=2)[C:3]1=[O:12].ClC(Cl)(O[C:28](=[O:34])OC(Cl)(Cl)Cl)Cl.Cl.[NH2:37]O.C1[CH2:43][O:42]CC1, predict the reaction product. The product is: [CH:19]([C:16]1[CH:17]=[CH:18][C:13]([C:2]2([NH:1][C:43]([NH:37][O:34][CH3:28])=[O:42])[C:10](=[O:11])[C:9]3[C:4](=[CH:5][CH:6]=[CH:7][CH:8]=3)[C:3]2=[O:12])=[C:14]([O:22][CH3:23])[CH:15]=1)([CH3:21])[CH3:20]. (2) Given the reactants Cl[C:2]1[C:7]([C:8]#[N:9])=[C:6]([NH:10][CH2:11][CH2:12][OH:13])[N:5]=[C:4]([NH:14][CH:15]2[CH2:17][CH2:16]2)[N:3]=1.C(N(C(C)C)C(C)C)C.[C:27]1([N:33]2[CH2:38][CH2:37][NH:36][CH2:35][CH2:34]2)[CH:32]=[CH:31][CH:30]=[CH:29][CH:28]=1, predict the reaction product. The product is: [CH:15]1([NH:14][C:4]2[N:5]=[C:6]([NH:10][CH2:11][CH2:12][OH:13])[C:7]([C:8]#[N:9])=[C:2]([N:36]3[CH2:37][CH2:38][N:33]([C:27]4[CH:32]=[CH:31][CH:30]=[CH:29][CH:28]=4)[CH2:34][CH2:35]3)[N:3]=2)[CH2:17][CH2:16]1. (3) Given the reactants Cl.[NH2:2][C:3]1[CH:4]=[N:5][C:6]2[C:11]([C:12]=1[OH:13])=[CH:10][CH:9]=[CH:8][CH:7]=2.C(N(CC)CC)C.[C:21](O[C:21](=O)[CH2:22][CH2:23][CH2:24][CH3:25])(=O)[CH2:22][CH2:23][CH2:24][CH3:25].[OH-].[Na+], predict the reaction product. The product is: [CH2:22]([C:21]1[O:13][C:12]2[C:11]3[CH:10]=[CH:9][CH:8]=[CH:7][C:6]=3[N:5]=[CH:4][C:3]=2[N:2]=1)[CH2:23][CH2:24][CH3:25]. (4) Given the reactants OC(C(F)(F)F)=O.N[C@H](C1C(C2C=CC(Cl)=C3C=2N(C)N=C3NS(C)(=O)=O)=CC=C(C#CC(O)(C)C)N=1)CC1C=C(F)C=C(F)C=1.[F:47][C:48]1[CH:49]=[C:50]([CH2:55][C@H:56]([NH:80]C(=O)OC(C)(C)C)[C:57]2[C:62]([C:63]3[CH:64]=[CH:65][C:66]4[N:67]([C:70](=[O:73])[NH:71][N:72]=4)[C:68]=3[CH3:69])=[CH:61][CH:60]=[C:59]([C:74]#[C:75][C:76]([OH:79])([CH3:78])[CH3:77])[N:58]=2)[CH:51]=[C:52]([F:54])[CH:53]=1, predict the reaction product. The product is: [NH2:80][C@H:56]([C:57]1[C:62]([C:63]2[CH:64]=[CH:65][C:66]3[N:67]([C:70](=[O:73])[NH:71][N:72]=3)[C:68]=2[CH3:69])=[CH:61][CH:60]=[C:59]([C:74]#[C:75][C:76]([OH:79])([CH3:78])[CH3:77])[N:58]=1)[CH2:55][C:50]1[CH:49]=[C:48]([F:47])[CH:53]=[C:52]([F:54])[CH:51]=1. (5) Given the reactants ClC1C=C(C=CC=1F)[C:5]1[C:10]([C:11]2[CH:20]=[CH:19][C:18]3[C:13](=[CH:14][CH:15]=[C:16]([C:21]4[N:25]([CH:26]5[CH2:31][CH2:30][CH2:29][CH2:28][CH2:27]5)[C:24]5[CH:32]=[CH:33][C:34]([C:36]([OH:38])=[O:37])=[CH:35][C:23]=5[N:22]=4)[CH:17]=3)[N:12]=2)=[CH:9][C:8]([O:39][CH3:40])=[CH:7][CH:6]=1.COC(C1C=CC2N(C3CCCCC3)C(C3C=C4C(=CC=3)N=C(C3C=C(OC)C=CC=3Br)C=C4)=NC=2C=1)=O.[CH3:83][O:84][C:85]1[N:90]=[C:89]([O:91][CH3:92])[C:88](B(O)O)=[CH:87][N:86]=1, predict the reaction product. The product is: [CH:26]1([N:25]2[C:24]3[CH:32]=[CH:33][C:34]([C:36]([OH:38])=[O:37])=[CH:35][C:23]=3[N:22]=[C:21]2[C:16]2[CH:17]=[C:18]3[C:13](=[CH:14][CH:15]=2)[N:12]=[C:11]([C:10]2[CH:9]=[C:8]([O:39][CH3:40])[CH:7]=[CH:6][C:5]=2[C:88]2[C:89]([O:91][CH3:92])=[N:90][C:85]([O:84][CH3:83])=[N:86][CH:87]=2)[CH:20]=[CH:19]3)[CH2:27][CH2:28][CH2:29][CH2:30][CH2:31]1.